From a dataset of Forward reaction prediction with 1.9M reactions from USPTO patents (1976-2016). Predict the product of the given reaction. (1) Given the reactants Br[C:2]1[CH:3]=[C:4]([C:19]([OH:21])=[O:20])[CH:5]=[C:6]2[C:11]=1[O:10][C:9]([N:12]1[CH2:17][CH2:16][O:15][CH2:14][CH2:13]1)=[CH:8][C:7]2=[O:18].C([Sn](CCCC)(CCCC)[C:27]([O:29]CC)=[CH2:28])CCC, predict the reaction product. The product is: [C:27]([C:2]1[CH:3]=[C:4]([C:19]([OH:21])=[O:20])[CH:5]=[C:6]2[C:11]=1[O:10][C:9]([N:12]1[CH2:17][CH2:16][O:15][CH2:14][CH2:13]1)=[CH:8][C:7]2=[O:18])(=[O:29])[CH3:28]. (2) Given the reactants [O:1]=[C:2]1[C:11]2[C:6](=[CH:7][C:8]([C:12]([OH:14])=O)=[CH:9][CH:10]=2)[N:5]=[C:4]2[CH2:15][CH2:16][CH2:17][CH2:18][CH2:19][CH2:20][N:3]12.[F:21][C:22]1[CH:31]=[CH:30][C:25]([C:26]([NH:28][NH2:29])=O)=[CH:24][CH:23]=1, predict the reaction product. The product is: [F:21][C:22]1[CH:31]=[CH:30][C:25]([C:26]2[O:14][C:12]([C:8]3[CH:7]=[C:6]4[C:11]([C:2](=[O:1])[N:3]5[CH2:20][CH2:19][CH2:18][CH2:17][CH2:16][CH2:15][C:4]5=[N:5]4)=[CH:10][CH:9]=3)=[N:29][N:28]=2)=[CH:24][CH:23]=1. (3) Given the reactants C(OC([N:8]1[CH2:13][CH2:12][CH:11]([C:14]2[C:22]3[S:21][C:20]([NH:23][C:24](=[O:32])[C:25]4[CH:30]=[CH:29][C:28]([F:31])=[CH:27][CH:26]=4)=[N:19][C:18]=3[C:17]([O:33][CH3:34])=[CH:16][CH:15]=2)[CH2:10][CH2:9]1)=O)(C)(C)C.[ClH:35].CO, predict the reaction product. The product is: [ClH:35].[F:31][C:28]1[CH:27]=[CH:26][C:25]([C:24]([NH:23][C:20]2[S:21][C:22]3[C:14]([CH:11]4[CH2:10][CH2:9][NH:8][CH2:13][CH2:12]4)=[CH:15][CH:16]=[C:17]([O:33][CH3:34])[C:18]=3[N:19]=2)=[O:32])=[CH:30][CH:29]=1. (4) The product is: [Br:1][C:2]1[CH:3]=[C:4]([CH2:5][OH:6])[CH:10]=[CH:11][C:12]=1[CH3:13]. Given the reactants [Br:1][C:2]1[CH:3]=[C:4]([CH:10]=[CH:11][C:12]=1[CH3:13])[C:5](OCC)=[O:6].[H-].[Al+3].[Li+].[H-].[H-].[H-].CCOCC.Cl, predict the reaction product. (5) The product is: [C:1]1([C:7]2[O:11][N:10]=[C:9]([C:12]3[O:16][N:15]=[C:14]([C:17]4[CH:34]=[CH:33][C:20]([CH2:21][N:22]5[CH2:25][CH:24]([C:26]([OH:28])=[O:27])[CH2:23]5)=[CH:19][CH:18]=4)[N:13]=3)[C:8]=2[C:35]([F:36])([F:37])[F:38])[CH:6]=[CH:5][CH:4]=[CH:3][CH:2]=1. Given the reactants [C:1]1([C:7]2[O:11][N:10]=[C:9]([C:12]3[O:16][N:15]=[C:14]([C:17]4[CH:34]=[CH:33][C:20]([CH2:21][N:22]5[CH2:25][CH:24]([C:26]([O:28]C(C)(C)C)=[O:27])[CH2:23]5)=[CH:19][CH:18]=4)[N:13]=3)[C:8]=2[C:35]([F:38])([F:37])[F:36])[CH:6]=[CH:5][CH:4]=[CH:3][CH:2]=1, predict the reaction product.